From a dataset of Forward reaction prediction with 1.9M reactions from USPTO patents (1976-2016). Predict the product of the given reaction. Given the reactants [OH:1][C:2]1[CH:11]=[C:10]2[C:5]([CH:6]=[C:7]([S:16](Cl)(=[O:18])=[O:17])[CH:8]=[C:9]2[S:12](Cl)(=[O:14])=[O:13])=[CH:4][CH:3]=1.[Cl:20][C:21]1[C:22]([F:28])=[C:23]([CH:25]=[CH:26][CH:27]=1)[NH2:24], predict the reaction product. The product is: [Cl:20][C:21]1[C:22]([F:28])=[C:23]([NH:24][S:12]([C:9]2[C:10]3[C:5](=[CH:4][CH:3]=[C:2]([OH:1])[CH:11]=3)[CH:6]=[C:7]([S:16]([NH:24][C:23]3[CH:25]=[CH:26][CH:27]=[C:21]([Cl:20])[C:22]=3[F:28])(=[O:18])=[O:17])[CH:8]=2)(=[O:14])=[O:13])[CH:25]=[CH:26][CH:27]=1.